This data is from NCI-60 drug combinations with 297,098 pairs across 59 cell lines. The task is: Regression. Given two drug SMILES strings and cell line genomic features, predict the synergy score measuring deviation from expected non-interaction effect. (1) Drug 1: C1CCC(CC1)NC(=O)N(CCCl)N=O. Drug 2: CCN(CC)CCCC(C)NC1=C2C=C(C=CC2=NC3=C1C=CC(=C3)Cl)OC. Cell line: IGROV1. Synergy scores: CSS=40.5, Synergy_ZIP=1.10, Synergy_Bliss=11.7, Synergy_Loewe=10.3, Synergy_HSA=10.7. (2) Drug 1: CC1=CC=C(C=C1)C2=CC(=NN2C3=CC=C(C=C3)S(=O)(=O)N)C(F)(F)F. Drug 2: C1=NC2=C(N=C(N=C2N1C3C(C(C(O3)CO)O)O)F)N. Cell line: CCRF-CEM. Synergy scores: CSS=35.9, Synergy_ZIP=-8.67, Synergy_Bliss=-7.35, Synergy_Loewe=-5.66, Synergy_HSA=-2.81. (3) Drug 1: CCC(=C(C1=CC=CC=C1)C2=CC=C(C=C2)OCCN(C)C)C3=CC=CC=C3.C(C(=O)O)C(CC(=O)O)(C(=O)O)O. Drug 2: CC12CCC3C(C1CCC2O)C(CC4=C3C=CC(=C4)O)CCCCCCCCCS(=O)CCCC(C(F)(F)F)(F)F. Cell line: HOP-62. Synergy scores: CSS=0.381, Synergy_ZIP=-2.90, Synergy_Bliss=-8.82, Synergy_Loewe=-0.160, Synergy_HSA=-7.83. (4) Cell line: OVCAR-8. Synergy scores: CSS=-0.897, Synergy_ZIP=1.10, Synergy_Bliss=1.76, Synergy_Loewe=-4.51, Synergy_HSA=-1.08. Drug 1: CC1=C(C=C(C=C1)NC(=O)C2=CC=C(C=C2)CN3CCN(CC3)C)NC4=NC=CC(=N4)C5=CN=CC=C5. Drug 2: CC(C)CN1C=NC2=C1C3=CC=CC=C3N=C2N. (5) Drug 1: C1=CC(=CC=C1C#N)C(C2=CC=C(C=C2)C#N)N3C=NC=N3. Drug 2: CC(C)(C#N)C1=CC(=CC(=C1)CN2C=NC=N2)C(C)(C)C#N. Cell line: DU-145. Synergy scores: CSS=-2.79, Synergy_ZIP=1.85, Synergy_Bliss=2.53, Synergy_Loewe=-0.954, Synergy_HSA=-1.72.